Dataset: Forward reaction prediction with 1.9M reactions from USPTO patents (1976-2016). Task: Predict the product of the given reaction. Given the reactants [CH3:1][O:2][C:3](=[O:29])[CH2:4][C@H:5]1[C:9]2[CH:10]=[CH:11][C:12]([O:14][C@H:15]3[C:23]4[C:18](=[C:19](Br)[C:20]([C:24]([F:27])([F:26])[F:25])=[CH:21][CH:22]=4)[CH2:17][CH2:16]3)=[CH:13][C:8]=2[O:7][CH2:6]1.[Cl-].[F:31][C:32]1[CH:39]=[CH:38][C:35]([CH2:36][Zn+])=[CH:34][CH:33]=1, predict the reaction product. The product is: [CH3:1][O:2][C:3](=[O:29])[CH2:4][C@H:5]1[C:9]2[CH:10]=[CH:11][C:12]([O:14][C@H:15]3[C:23]4[C:18](=[C:19]([CH2:36][C:35]5[CH:38]=[CH:39][C:32]([F:31])=[CH:33][CH:34]=5)[C:20]([C:24]([F:27])([F:26])[F:25])=[CH:21][CH:22]=4)[CH2:17][CH2:16]3)=[CH:13][C:8]=2[O:7][CH2:6]1.